Dataset: Peptide-MHC class I binding affinity with 185,985 pairs from IEDB/IMGT. Task: Regression. Given a peptide amino acid sequence and an MHC pseudo amino acid sequence, predict their binding affinity value. This is MHC class I binding data. (1) The MHC is HLA-A26:01 with pseudo-sequence HLA-A26:01. The binding affinity (normalized) is 0.0847. The peptide sequence is ILHRLAPWI. (2) The peptide sequence is ILFLTLIVFT. The MHC is HLA-A02:01 with pseudo-sequence HLA-A02:01. The binding affinity (normalized) is 0.719. (3) The peptide sequence is VFLVFSNVL. The MHC is HLA-A23:01 with pseudo-sequence HLA-A23:01. The binding affinity (normalized) is 0.821. (4) The binding affinity (normalized) is 0.740. The peptide sequence is LAMRYVLDKW. The MHC is Mamu-B17 with pseudo-sequence Mamu-B17. (5) The peptide sequence is FVNYNFTLV. The MHC is HLA-A23:01 with pseudo-sequence HLA-A23:01. The binding affinity (normalized) is 0.0432. (6) The peptide sequence is TVFRNQNRV. The MHC is HLA-A02:03 with pseudo-sequence HLA-A02:03. The binding affinity (normalized) is 0.0847. (7) The peptide sequence is GSEEIKSLY. The MHC is HLA-A26:01 with pseudo-sequence HLA-A26:01. The binding affinity (normalized) is 0.0847.